Task: Regression. Given two drug SMILES strings and cell line genomic features, predict the synergy score measuring deviation from expected non-interaction effect.. Dataset: NCI-60 drug combinations with 297,098 pairs across 59 cell lines Drug 1: CC1CCC2CC(C(=CC=CC=CC(CC(C(=O)C(C(C(=CC(C(=O)CC(OC(=O)C3CCCCN3C(=O)C(=O)C1(O2)O)C(C)CC4CCC(C(C4)OC)O)C)C)O)OC)C)C)C)OC. Drug 2: C1=CC=C(C=C1)NC(=O)CCCCCCC(=O)NO. Cell line: HCT-15. Synergy scores: CSS=0.251, Synergy_ZIP=-0.0865, Synergy_Bliss=1.36, Synergy_Loewe=-2.65, Synergy_HSA=-1.68.